Dataset: Full USPTO retrosynthesis dataset with 1.9M reactions from patents (1976-2016). Task: Predict the reactants needed to synthesize the given product. (1) Given the product [N:79]1[CH:84]=[C:83]([C:85]([C:87]2[N:88]=[CH:89][N:90]3[CH:94]=[C:93]([Sn:95]([CH2:104][CH2:105][CH2:106][CH3:107])([CH2:100][CH2:101][CH2:102][CH3:103])[CH2:96][CH2:97][CH2:98][CH3:99])[S:92][C:91]=23)=[O:86])[CH:82]=[C:81]([C:108]2[CH:109]=[N:110][CH:111]=[CH:112][CH:113]=2)[CH:80]=1.[OH:53][C@@H:54]([C@H:56]1[C:77](=[O:78])[N:58]2[C:59]([C:64]([O:66][CH2:67][C:68]3[CH:69]=[CH:70][C:71]([N+:74]([O-:76])=[O:75])=[CH:72][CH:73]=3)=[O:65])=[C:60]([C:15]3[S:14][C:13]4=[C:9]([C:7]([C:5]5[CH:4]=[C:3]([C:17]6[CH:18]=[N:19][CH:20]=[CH:21][CH:22]=6)[CH:2]=[N:1][CH:6]=5)=[O:8])[N:10]=[CH:11][N:12]4[CH:16]=3)[C@H:61]([CH3:62])[C@H:57]12)[CH3:55], predict the reactants needed to synthesize it. The reactants are: [N:1]1[CH:6]=[C:5]([C:7]([C:9]2[N:10]=[CH:11][N:12]3[CH:16]=[CH:15][S:14][C:13]=23)=[O:8])[CH:4]=[C:3]([C:17]2[CH:18]=[N:19][CH:20]=[CH:21][CH:22]=2)[CH:2]=1.C([Sn](Cl)(CCCC)CCCC)CCC.C[Si]([N-][Si](C)(C)C)(C)C.[Li+].C1COCC1.[Sn].[OH:53][C@@H:54]([C@H:56]1[C:77](=[O:78])[N:58]2[C@@H:59]([C:64]([O:66][CH2:67][C:68]3[CH:73]=[CH:72][C:71]([N+:74]([O-:76])=[O:75])=[CH:70][CH:69]=3)=[O:65])[C:60](=O)[C@H:61]([CH3:62])[C@H:57]12)[CH3:55].[N:79]1[CH:84]=[C:83]([C:85]([C:87]2[N:88]=[CH:89][N:90]3[CH:94]=[C:93]([Sn:95]([CH2:104][CH2:105][CH2:106][CH3:107])([CH2:100][CH2:101][CH2:102][CH3:103])[CH2:96][CH2:97][CH2:98][CH3:99])[S:92][C:91]=23)=[O:86])[CH:82]=[C:81]([C:108]2[CH:109]=[N:110][CH:111]=[CH:112][CH:113]=2)[CH:80]=1. (2) The reactants are: Cl[C:2]1[N:7]=[C:6]([Cl:8])[N:5]=[C:4]([NH:9][CH:10]2[NH:14][C:13](=[O:15])[N:12]([CH3:16])[C:11]2=[O:17])[N:3]=1.C(=O)([O-])[O-].[K+].[K+].[CH3:24][C:25]1[CH:32]=[CH:31][C:28]([CH2:29][NH2:30])=[CH:27][CH:26]=1. Given the product [Cl:8][C:6]1[N:7]=[C:2]([NH:30][CH2:29][C:28]2[CH:31]=[CH:32][C:25]([CH3:24])=[CH:26][CH:27]=2)[N:3]=[C:4]([NH:9][CH:10]2[NH:14][C:13](=[O:15])[N:12]([CH3:16])[C:11]2=[O:17])[N:5]=1, predict the reactants needed to synthesize it. (3) Given the product [Br:16][C:11]1[S:12][CH:2]=[C:3]([C:4]([O:6][CH2:7][CH3:8])=[O:5])[N:10]=1, predict the reactants needed to synthesize it. The reactants are: Br[CH2:2][C:3](=O)[C:4]([O:6][CH2:7][CH3:8])=[O:5].[NH2:10][C:11](N)=[S:12].[OH-].[Na+].[Br-:16].[Na+].N([O-])=O.[Na+].[K+].[Br-]. (4) Given the product [CH3:10][N:11]1[CH2:12][CH2:13][N:14]([CH3:15])[CH:2]1[C:3]1[O:7][C:6]([CH2:8][OH:9])=[CH:5][CH:4]=1, predict the reactants needed to synthesize it. The reactants are: O[CH2:2][C:3]1[O:7][C:6]([CH:8]=[O:9])=[CH:5][CH:4]=1.[CH3:10][NH:11][CH2:12][CH2:13][NH:14][CH3:15].